Dataset: Reaction yield outcomes from USPTO patents with 853,638 reactions. Task: Predict the reaction yield, written as a fraction of the theoretical maximum amount of product (1.0 means a 100% yield; for example, 0.34 means a 34% yield). (1) The reactants are [NH2:1][C:2]1[N:7]=[CH:6][N:5]=[C:4]2[N:8]([C@@H:26]3[CH2:31][CH2:30][CH2:29][N:28]([C:32](=[O:36])[CH2:33][C:34]#[N:35])[CH2:27]3)[N:9]=[C:10]([C:11]3[CH:16]=[CH:15][C:14]([O:17][C:18]4[CH:23]=[CH:22][CH:21]=[C:20]([F:24])[C:19]=4[F:25])=[CH:13][CH:12]=3)[C:3]=12.[CH:37]1([CH:40]=O)[CH2:39][CH2:38]1.N1CCCCC1. The catalyst is CO. The product is [NH2:1][C:2]1[N:7]=[CH:6][N:5]=[C:4]2[N:8]([C@@H:26]3[CH2:31][CH2:30][CH2:29][N:28]([C:32]([C:33](=[CH:40][CH:37]4[CH2:39][CH2:38]4)[C:34]#[N:35])=[O:36])[CH2:27]3)[N:9]=[C:10]([C:11]3[CH:16]=[CH:15][C:14]([O:17][C:18]4[CH:23]=[CH:22][CH:21]=[C:20]([F:24])[C:19]=4[F:25])=[CH:13][CH:12]=3)[C:3]=12. The yield is 0.170. (2) The catalyst is CO. The reactants are C([NH:8][CH2:9][C@@H:10]([C:19]1[CH:20]=[CH:21][C:22]([O:28]CC2C=CC=CC=2)=[C:23]([NH:25][CH:26]=[O:27])[CH:24]=1)[O:11][Si:12]([C:15]([CH3:18])([CH3:17])[CH3:16])([CH3:14])[CH3:13])C1C=CC=CC=1.[C:36]([OH:39])(=[O:38])[CH3:37]. The product is [C:36]([OH:39])(=[O:38])[CH3:37].[NH2:8][CH2:9][C@@H:10]([C:19]1[CH:20]=[CH:21][C:22]([OH:28])=[C:23]([NH:25][CH:26]=[O:27])[CH:24]=1)[O:11][Si:12]([C:15]([CH3:18])([CH3:17])[CH3:16])([CH3:14])[CH3:13]. The yield is 0.980. (3) The reactants are [NH2:1][C:2]1[CH:7]=[CH:6][CH:5]=[CH:4][CH:3]=1.[O:8]1[CH2:12][CH2:11][CH2:10][CH2:9]1.C(N(CC)CC)C.[Cl-]. The catalyst is O. The product is [C:2]1([NH:1][C:9](=[O:8])[CH2:10][CH2:11][CH3:12])[CH:7]=[CH:6][CH:5]=[CH:4][CH:3]=1. The yield is 0.920. (4) The reactants are [CH3:1][C@H:2]([NH:7][C:8]([C:10]1[C:18]2[C:13](=[N:14][CH:15]=[C:16]([C:19]3[S:20][C:21]([C:24](=[O:32])[NH:25][C@H:26]([CH3:31])[C:27]([CH3:30])([CH3:29])[CH3:28])=[CH:22][CH:23]=3)[N:17]=2)[N:12](COCC[Si](C)(C)C)[CH:11]=1)=[O:9])[C:3]([CH3:6])([CH3:5])[CH3:4]. The catalyst is C(Cl)Cl. The product is [CH3:1][C@H:2]([NH:7][C:8]([C:10]1[C:18]2[C:13](=[N:14][CH:15]=[C:16]([C:19]3[S:20][C:21]([C:24](=[O:32])[NH:25][C@H:26]([CH3:31])[C:27]([CH3:30])([CH3:29])[CH3:28])=[CH:22][CH:23]=3)[N:17]=2)[NH:12][CH:11]=1)=[O:9])[C:3]([CH3:6])([CH3:5])[CH3:4]. The yield is 0.460.